Dataset: Peptide-MHC class I binding affinity with 185,985 pairs from IEDB/IMGT. Task: Regression. Given a peptide amino acid sequence and an MHC pseudo amino acid sequence, predict their binding affinity value. This is MHC class I binding data. (1) The binding affinity (normalized) is 0.833. The MHC is HLA-B44:02 with pseudo-sequence HLA-B44:02. The peptide sequence is WEAWWTEYW. (2) The peptide sequence is LTMKEKSWLV. The MHC is HLA-A02:06 with pseudo-sequence HLA-A02:06. The binding affinity (normalized) is 0.602. (3) The peptide sequence is TVANNPDDK. The MHC is HLA-A02:06 with pseudo-sequence HLA-A02:06. The binding affinity (normalized) is 0. (4) The peptide sequence is VINAPIKEFK. The MHC is HLA-A33:01 with pseudo-sequence HLA-A33:01. The binding affinity (normalized) is 0.591.